The task is: Predict the product of the given reaction.. This data is from Forward reaction prediction with 1.9M reactions from USPTO patents (1976-2016). (1) Given the reactants ClC1N=C(Cl)C=CC=1C(N)=O.CC1(C)C(C)(C)OB([C:20]2[CH2:25][CH2:24][N:23]([C:26]([O:28]C(C)(C)C)=O)[CH2:22][CH:21]=2)O1.NC1C=[CH:39][C:38]([C:41]([N:43]2[CH2:48][CH2:47][CH2:46][CH2:45][CH2:44]2)=[O:42])=CC=1.C(O)(=O)C=C.[C:54]([C:57]1[CH:58]=[CH:59][C:60](C2CCN(C(OC(C)(C)C)=O)CC=2)=[N:61][C:62]=1[NH:63][C:64]1[CH:69]=[CH:68][C:67](CCN2CCCC2)=[CH:66][CH:65]=1)(=[O:56])[NH2:55], predict the reaction product. The product is: [C:41]([N:43]1[CH2:44][CH2:45][CH:46]([C:60]2[CH:59]=[CH:58][C:57]([C:54]([NH2:55])=[O:56])=[C:62]([NH:63][C:64]3[CH:69]=[CH:68][C:67]([C:26]([N:23]4[CH2:22][CH2:21][CH2:20][CH2:25][CH2:24]4)=[O:28])=[CH:66][CH:65]=3)[N:61]=2)[CH2:47][CH2:48]1)(=[O:42])[CH:38]=[CH2:39]. (2) The product is: [CH3:35][O:34][C:32](=[O:33])[CH2:31][O:26][C:20]1[C:21]([CH:23]([CH3:24])[CH3:25])=[CH:22][C:17]([C:9]2[C:10]3[C:14]([CH3:15])=[C:13]([CH3:16])[S:12][C:11]=3[C:2]([Br:1])=[C:3]3[C:8]=2[CH:7]=[CH:6][CH:5]=[CH:4]3)=[CH:18][C:19]=1[CH:27]([CH3:29])[CH3:28]. Given the reactants [Br:1][C:2]1[C:11]2[S:12][C:13]([CH3:16])=[C:14]([CH3:15])[C:10]=2[C:9]([C:17]2[CH:22]=[C:21]([CH:23]([CH3:25])[CH3:24])[C:20]([OH:26])=[C:19]([CH:27]([CH3:29])[CH3:28])[CH:18]=2)=[C:8]2[C:3]=1[CH:4]=[CH:5][CH:6]=[CH:7]2.Br[CH2:31][C:32]([O:34][CH3:35])=[O:33].C(=O)([O-])[O-].[K+].[K+], predict the reaction product. (3) Given the reactants [C:1]([C:3]([C:6]1[CH:7]=[C:8]([CH:37]=[CH:38][CH:39]=1)[C:9]([NH:11][C:12]1[CH:17]=[CH:16][CH:15]=[C:14]([O:18][C:19]2[CH:33]=[CH:32][C:22]3[N:23]=[C:24]([NH:26][C:27]([CH:29]4[CH2:31][CH2:30]4)=[O:28])[S:25][C:21]=3[C:20]=2[N+:34]([O-])=O)[CH:13]=1)=[O:10])([CH3:5])[CH3:4])#[N:2].CO, predict the reaction product. The product is: [NH2:34][C:20]1[C:21]2[S:25][C:24]([NH:26][C:27]([CH:29]3[CH2:31][CH2:30]3)=[O:28])=[N:23][C:22]=2[CH:32]=[CH:33][C:19]=1[O:18][C:14]1[CH:13]=[C:12]([NH:11][C:9](=[O:10])[C:8]2[CH:37]=[CH:38][CH:39]=[C:6]([C:3]([C:1]#[N:2])([CH3:5])[CH3:4])[CH:7]=2)[CH:17]=[CH:16][CH:15]=1. (4) Given the reactants [O:1]1[C:6]2[CH:7]=[CH:8][CH:9]=[CH:10][C:5]=2[O:4][CH2:3][C@@H:2]1[CH2:11][N:12]1[CH2:17][CH2:16][CH2:15][C@@:14]([CH2:19][O:20][CH2:21][CH2:22][OH:23])([CH3:18])[CH2:13]1.[C:24]([OH:33])(=[O:32])[C@H:25]([C@@H:27]([C:29]([OH:31])=[O:30])[OH:28])[OH:26], predict the reaction product. The product is: [C:29]([C@H:27]([C@@H:25]([C:24]([OH:33])=[O:32])[OH:26])[OH:28])([OH:31])=[O:30].[O:1]1[C:6]2[CH:7]=[CH:8][CH:9]=[CH:10][C:5]=2[O:4][CH2:3][C@@H:2]1[CH2:11][N:12]1[CH2:17][CH2:16][CH2:15][C@@:14]([CH2:19][O:20][CH2:21][CH2:22][OH:23])([CH3:18])[CH2:13]1. (5) Given the reactants C(N(CC)CC)C.[F:8][C:9]1[CH:14]=[CH:13][CH:12]=[CH:11][C:10]=1[N:15]1[C:23]2[C:18](=[C:19]([N:24]3[CH2:31][C@@H:30]4[C@@H:26]([CH2:27][NH:28][CH2:29]4)[C:25]3=[O:32])[CH:20]=[CH:21][CH:22]=2)[CH:17]=[N:16]1.[CH:33]([S:36](Cl)(=[O:38])=[O:37])([CH3:35])[CH3:34], predict the reaction product. The product is: [F:8][C:9]1[CH:14]=[CH:13][CH:12]=[CH:11][C:10]=1[N:15]1[C:23]2[C:18](=[C:19]([N:24]3[CH2:31][C@@H:30]4[C@@H:26]([CH2:27][N:28]([S:36]([CH:33]([CH3:35])[CH3:34])(=[O:38])=[O:37])[CH2:29]4)[C:25]3=[O:32])[CH:20]=[CH:21][CH:22]=2)[CH:17]=[N:16]1.